Dataset: Full USPTO retrosynthesis dataset with 1.9M reactions from patents (1976-2016). Task: Predict the reactants needed to synthesize the given product. (1) Given the product [C:18]([O:22][C:23]([N:25]1[C:34]2[C:29](=[CH:30][CH:31]=[CH:32][CH:33]=2)[N:28]([C:2]2[CH:7]=[CH:6][C:5]([N:8]3[CH2:17][CH2:16][C:11]4([O:15][CH2:14][CH2:13][O:12]4)[CH2:10][CH2:9]3)=[CH:4][CH:3]=2)[CH2:27][CH2:26]1)=[O:24])([CH3:21])([CH3:19])[CH3:20], predict the reactants needed to synthesize it. The reactants are: Br[C:2]1[CH:7]=[CH:6][C:5]([N:8]2[CH2:17][CH2:16][C:11]3([O:15][CH2:14][CH2:13][O:12]3)[CH2:10][CH2:9]2)=[CH:4][CH:3]=1.[C:18]([O:22][C:23]([N:25]1[C:34]2[C:29](=[CH:30][CH:31]=[CH:32][CH:33]=2)[NH:28][CH2:27][CH2:26]1)=[O:24])([CH3:21])([CH3:20])[CH3:19].CC(C)([O-])C.[Na+].C(OCC)(=O)C. (2) Given the product [C:1]([C:3]1[CH:8]=[CH:7][CH:6]=[C:5]([C:9]#[N:10])[C:4]=1[B:19]([OH:22])[OH:20])#[N:2], predict the reactants needed to synthesize it. The reactants are: [C:1]([C:3]1[CH:8]=[CH:7][CH:6]=[C:5]([C:9]#[N:10])[CH:4]=1)#[N:2].[Li+].CC([N-]C(C)C)C.[B:19](OC)([O:22]C)[O:20]C.O.